Dataset: Full USPTO retrosynthesis dataset with 1.9M reactions from patents (1976-2016). Task: Predict the reactants needed to synthesize the given product. Given the product [F:24][C:25]1[CH:26]=[C:27]([N:33]2[CH2:34][CH2:35][N:36]([CH2:39][CH2:40][C:41]3[CH:42]=[CH:43][CH:44]=[CH:45][CH:46]=3)[CH2:37][CH2:38]2)[CH:28]=[CH:29][C:30]=1[OH:31], predict the reactants needed to synthesize it. The reactants are: COC1C=CC(N2CCN(CCC3C=CC=CC=3)CC2)=CC=1C.[F:24][C:25]1[CH:26]=[C:27]([N:33]2[CH2:38][CH2:37][N:36]([CH2:39][CH2:40][C:41]3[CH:46]=[CH:45][CH:44]=[CH:43][CH:42]=3)[CH2:35][CH2:34]2)[CH:28]=[CH:29][C:30]=1[O:31]C.